This data is from Catalyst prediction with 721,799 reactions and 888 catalyst types from USPTO. The task is: Predict which catalyst facilitates the given reaction. (1) Reactant: Cl[C:2]1[CH:7]=[C:6]([Cl:8])[N:5]=[C:4]([O:9][CH3:10])[N:3]=1.[O:11]1[C:15]2[CH:16]=[CH:17][CH:18]=[CH:19][C:14]=2[CH2:13][CH:12]1[CH2:20][NH2:21].C([O-])(O)=O.[Na+]. Product: [Cl:8][C:6]1[N:5]=[C:4]([O:9][CH3:10])[N:3]=[C:2]([NH:21][CH2:20][CH:12]2[CH2:13][C:14]3[CH:19]=[CH:18][CH:17]=[CH:16][C:15]=3[O:11]2)[CH:7]=1. The catalyst class is: 88. (2) Reactant: [CH2:1]([O:8][C:9]1[CH:10]=[C:11]([C:17]2[O:18][CH:19]=[C:20]([CH2:22][NH2:23])[N:21]=2)[CH:12]=[CH:13][C:14]=1[O:15][CH3:16])[C:2]1[CH:7]=[CH:6][CH:5]=[CH:4][CH:3]=1.ON1C2C=CC=CC=2N=N1.Cl.C(N=C=NCCCN(C)C)C.[CH2:46]([O:48][C:49]1[CH:57]=[CH:56][CH:55]=[CH:54][C:50]=1[C:51](O)=[O:52])[CH3:47]. Product: [CH2:1]([O:8][C:9]1[CH:10]=[C:11]([C:17]2[O:18][CH:19]=[C:20]([CH2:22][NH:23][C:51](=[O:52])[C:50]3[CH:54]=[CH:55][CH:56]=[CH:57][C:49]=3[O:48][CH2:46][CH3:47])[N:21]=2)[CH:12]=[CH:13][C:14]=1[O:15][CH3:16])[C:2]1[CH:7]=[CH:6][CH:5]=[CH:4][CH:3]=1. The catalyst class is: 21.